From a dataset of Catalyst prediction with 721,799 reactions and 888 catalyst types from USPTO. Predict which catalyst facilitates the given reaction. (1) Reactant: [CH3:1][N:2]1[CH2:7][CH2:6][N:5]([C:8]2[CH:13]=[CH:12][C:11]([N+:14]([O-])=O)=[CH:10][CH:9]=2)[CH2:4][CH2:3]1. Product: [CH3:1][N:2]1[CH2:3][CH2:4][N:5]([C:8]2[CH:13]=[CH:12][C:11]([NH2:14])=[CH:10][CH:9]=2)[CH2:6][CH2:7]1. The catalyst class is: 94. (2) Reactant: C([O:8][C:9]1[CH:36]=[CH:35][C:12]([CH:13]([OH:34])[CH2:14][N:15](CC2C=CC=CC=2)[CH:16]([CH3:26])[CH2:17][C:18]2[CH:23]=[CH:22][C:21]([O:24][CH3:25])=[CH:20][CH:19]=2)=[CH:11][C:10]=1[NH:37][CH:38]=[O:39])C1C=CC=CC=1.[H][H]. Product: [CH3:26][C@@H:16]([NH:15][CH2:14][C@H:13]([OH:34])[C:12]1[CH:35]=[CH:36][C:9]([OH:8])=[C:10]([NH:37][CH:38]=[O:39])[CH:11]=1)[CH2:17][C:18]1[CH:23]=[CH:22][C:21]([O:24][CH3:25])=[CH:20][CH:19]=1. The catalyst class is: 45.